From a dataset of Reaction yield outcomes from USPTO patents with 853,638 reactions. Predict the reaction yield, written as a fraction of the theoretical maximum amount of product (1.0 means a 100% yield; for example, 0.34 means a 34% yield). The reactants are Br[C:2]1[CH:9]=[C:8]([Cl:10])[CH:7]=[CH:6][C:3]=1[C:4]#[N:5].C([Mg]Cl)(C)C.[Cl-].[Li+].[Br:18][C:19]1[CH:20]=[C:21]([CH:25]=[CH:26][CH:27]=1)[C:22](Cl)=[O:23].C([Cu])#N. The catalyst is O1CCCC1. The product is [Br:18][C:19]1[CH:20]=[C:21]([CH:25]=[CH:26][CH:27]=1)[C:22]([C:2]1[CH:9]=[C:8]([Cl:10])[CH:7]=[CH:6][C:3]=1[C:4]#[N:5])=[O:23]. The yield is 0.700.